This data is from Catalyst prediction with 721,799 reactions and 888 catalyst types from USPTO. The task is: Predict which catalyst facilitates the given reaction. (1) Reactant: [F:1][C:2]1[CH:3]=[CH:4][C:5](B2OC(C)(C)C(C)(C)O2)=[C:6]2[C:10]=1[C@H:9]([O:11][C:12]1[CH:25]=[CH:24][C:15]3[C@H:16]([CH2:19][C:20]([O:22][CH3:23])=[O:21])[CH2:17][O:18][C:14]=3[CH:13]=1)[CH2:8][CH2:7]2.I[C:36]1[C:45]([CH3:46])=[CH:44][C:39]([C:40]([NH:42][CH3:43])=[O:41])=[CH:38][C:37]=1[CH3:47].[O-]P([O-])([O-])=O.[K+].[K+].[K+].C1(P(C2CCCCC2)C2C=CC=CC=2C2C(OC)=CC=CC=2OC)CCCCC1. Product: [CH3:47][C:37]1[CH:38]=[C:39]([C:40](=[O:41])[NH:42][CH3:43])[CH:44]=[C:45]([CH3:46])[C:36]=1[C:5]1[CH:4]=[CH:3][C:2]([F:1])=[C:10]2[C:6]=1[CH2:7][CH2:8][C@H:9]2[O:11][C:12]1[CH:25]=[CH:24][C:15]2[C@H:16]([CH2:19][C:20]([O:22][CH3:23])=[O:21])[CH2:17][O:18][C:14]=2[CH:13]=1. The catalyst class is: 11. (2) Reactant: O=[C:2]([C:13]1[CH:18]=[CH:17][CH:16]=[CH:15][CH:14]=1)[CH2:3][CH:4]([C:7]1[CH:12]=[CH:11][CH:10]=[CH:9][CH:8]=1)[C:5]#[N:6].[OH2:19].[NH2:20]N. Product: [C:7]1([CH:4]2[CH2:3][C:2]([C:13]3[CH:18]=[CH:17][CH:16]=[CH:15][CH:14]=3)=[N:20][NH:6][C:5]2=[O:19])[CH:12]=[CH:11][CH:10]=[CH:9][CH:8]=1. The catalyst class is: 51.